Task: Regression. Given a peptide amino acid sequence and an MHC pseudo amino acid sequence, predict their binding affinity value. This is MHC class II binding data.. Dataset: Peptide-MHC class II binding affinity with 134,281 pairs from IEDB (1) The peptide sequence is DDYTEYKLTESIDNI. The MHC is HLA-DQA10501-DQB10301 with pseudo-sequence HLA-DQA10501-DQB10301. The binding affinity (normalized) is 0.156. (2) The peptide sequence is GIKVGYTAHIRKATE. The MHC is DRB1_1201 with pseudo-sequence DRB1_1201. The binding affinity (normalized) is 0.0518.